Dataset: Catalyst prediction with 721,799 reactions and 888 catalyst types from USPTO. Task: Predict which catalyst facilitates the given reaction. Reactant: [C:1]1([O:8][CH3:9])[C:2](=[CH:4][CH:5]=[CH:6][CH:7]=1)[OH:3].[C:10]1(=[O:16])[O:15][C:13](=[O:14])[CH2:12][CH2:11]1.C(Cl)Cl. Product: [C:10]([OH:15])(=[O:16])[CH2:11][CH2:12][C:13]([OH:3])=[O:14].[C:1]1([O:8][CH3:9])[C:2](=[CH:4][CH:5]=[CH:6][CH:7]=1)[OH:3]. The catalyst class is: 341.